From a dataset of Reaction yield outcomes from USPTO patents with 853,638 reactions. Predict the reaction yield, written as a fraction of the theoretical maximum amount of product (1.0 means a 100% yield; for example, 0.34 means a 34% yield). The reactants are [CH3:1][C:2]1[CH:7]=[CH:6][C:5]([S:8]([O:11][CH2:12][C@H:13]2[O:15][CH2:14]2)(=[O:10])=[O:9])=[CH:4][CH:3]=1.C[Al](C)C.[CH3:20][O:21][C:22](=[O:43])[CH2:23][C@H:24]([NH:35][CH2:36][C:37]1[CH:42]=[CH:41][CH:40]=[CH:39][CH:38]=1)[C:25]([O:27][CH2:28][C:29]1[CH:34]=[CH:33][CH:32]=[CH:31][CH:30]=1)=[O:26].C(=O)=O.CC(C)=O.[F-].[Na+].O. The catalyst is C(Cl)Cl.C1(C)C=CC=CC=1. The product is [CH2:36]([N:35]([CH2:14][C@H:13]([OH:15])[CH2:12][O:11][S:8]([C:5]1[CH:4]=[CH:3][C:2]([CH3:1])=[CH:7][CH:6]=1)(=[O:9])=[O:10])[C@@H:24]([CH2:23][C:22]([O:21][CH3:20])=[O:43])[C:25]([O:27][CH2:28][C:29]1[CH:34]=[CH:33][CH:32]=[CH:31][CH:30]=1)=[O:26])[C:37]1[CH:38]=[CH:39][CH:40]=[CH:41][CH:42]=1. The yield is 0.917.